This data is from Full USPTO retrosynthesis dataset with 1.9M reactions from patents (1976-2016). The task is: Predict the reactants needed to synthesize the given product. (1) Given the product [Cl:24][C:20]1[C:19]([F:25])=[C:18]([N:16]2[C:36](=[O:37])[C:29]3[C@@H:30]4[C:33]([CH3:35])([CH3:34])[C@@:27]([CH3:26])([CH2:32][CH2:31]4)[C:28]=3[N:15]2[CH3:13])[CH:23]=[CH:22][CH:21]=1, predict the reactants needed to synthesize it. The reactants are: C(N(CC)CC)C.C(O[C:13]([NH:15][N:16]([C:18]1[CH:23]=[CH:22][CH:21]=[C:20]([Cl:24])[C:19]=1[F:25])C)=O)(C)(C)C.[CH3:26][C@:27]12[C:33]([CH3:35])([CH3:34])[C@H:30]([CH2:31][CH2:32]1)[CH:29]([C:36](Cl)=[O:37])[C:28]2=O.Cl.O1CCOCC1. (2) Given the product [Cl:8][C:7]1[C:2]([CH:10]([C:11]([O:13][CH2:14][CH3:15])=[O:12])[C:9]([O:17][CH2:18][CH3:19])=[O:16])=[N:3][CH:4]=[CH:5][N:6]=1, predict the reactants needed to synthesize it. The reactants are: Cl[C:2]1[C:7]([Cl:8])=[N:6][CH:5]=[CH:4][N:3]=1.[C:9]([O:17][CH2:18][CH3:19])(=[O:16])[CH2:10][C:11]([O:13][CH2:14][CH3:15])=[O:12].C(=O)([O-])[O-].[Cs+].[Cs+].